From a dataset of Full USPTO retrosynthesis dataset with 1.9M reactions from patents (1976-2016). Predict the reactants needed to synthesize the given product. (1) Given the product [C:41]([OH:53])(=[O:52])[CH2:42][C:43]([CH2:48][C:49]([OH:51])=[O:50])([C:45]([OH:47])=[O:46])[OH:44].[CH2:1]([C:3]1[N:4]([CH2:34][C:35]2[CH:40]=[CH:39][CH:38]=[CH:37][N:36]=2)[N:5]=[C:6]2[C:11](=[O:12])[NH:10][C:9]([C:13]3[CH:18]=[C:17]([S:19]([N:22]4[CH2:27][CH2:26][N:25]([CH2:28][CH3:29])[CH2:24][CH2:23]4)(=[O:21])=[O:20])[CH:16]=[CH:15][C:14]=3[O:30][CH2:31][CH2:32][CH3:33])=[N:8][C:7]=12)[CH3:2], predict the reactants needed to synthesize it. The reactants are: [CH2:1]([C:3]1[N:4]([CH2:34][C:35]2[CH:40]=[CH:39][CH:38]=[CH:37][N:36]=2)[N:5]=[C:6]2[C:11](=[O:12])[NH:10][C:9]([C:13]3[CH:18]=[C:17]([S:19]([N:22]4[CH2:27][CH2:26][N:25]([CH2:28][CH3:29])[CH2:24][CH2:23]4)(=[O:21])=[O:20])[CH:16]=[CH:15][C:14]=3[O:30][CH2:31][CH2:32][CH3:33])=[N:8][C:7]=12)[CH3:2].[C:41]([OH:53])(=[O:52])[CH2:42][C:43]([CH2:48][C:49]([OH:51])=[O:50])([C:45]([OH:47])=[O:46])[OH:44]. (2) The reactants are: Cl[C:2]1[C:7]([NH:8][C:9](=[S:15])[C:10]([O:12][CH2:13][CH3:14])=[O:11])=[CH:6][CH:5]=[C:4]([Cl:16])[N:3]=1.C(=O)([O-])[O-].[Cs+].[Cs+]. Given the product [Cl:16][C:4]1[N:3]=[C:2]2[S:15][C:9]([C:10]([O:12][CH2:13][CH3:14])=[O:11])=[N:8][C:7]2=[CH:6][CH:5]=1, predict the reactants needed to synthesize it. (3) Given the product [F:23][C:22]([F:25])([F:24])[C:19]1[N:20]=[CH:21][C:16]([C:7]2[CH:8]=[C:9]3[C:4](=[CH:5][CH:6]=2)[NH:3][C:2](=[O:1])[CH2:11][CH2:10]3)=[CH:17][CH:18]=1, predict the reactants needed to synthesize it. The reactants are: [O:1]=[C:2]1[CH2:11][CH2:10][C:9]2[C:4](=[CH:5][CH:6]=[C:7](B(O)O)[CH:8]=2)[NH:3]1.Br[C:16]1[CH:17]=[CH:18][C:19]([C:22]([F:25])([F:24])[F:23])=[N:20][CH:21]=1.O. (4) Given the product [CH3:32][O:31][C:23]1[CH:24]=[C:25]([CH:29]=[CH:30][C:22]=1[NH:21][C:2]1[N:3]=[CH:4][C:5]2[N:11]([CH3:12])[C:10](=[O:13])[CH2:9][CH2:8][N:7]([CH:14]3[CH2:18][CH2:17][CH:16]([CH3:19])[CH2:15]3)[C:6]=2[N:20]=1)[C:26]([OH:28])=[O:27], predict the reactants needed to synthesize it. The reactants are: Cl[C:2]1[N:3]=[CH:4][C:5]2[N:11]([CH3:12])[C:10](=[O:13])[CH2:9][CH2:8][N:7]([CH:14]3[CH2:18][CH2:17][CH:16]([CH3:19])[CH2:15]3)[C:6]=2[N:20]=1.[NH2:21][C:22]1[CH:30]=[CH:29][C:25]([C:26]([OH:28])=[O:27])=[CH:24][C:23]=1[O:31][CH3:32].C(O)C. (5) The reactants are: [N:1]1([C:5]([C:7]2[CH:8]=[N:9][N:10]([CH3:31])[C:11]=2[C:12]([NH:14][C:15]2[CH:20]=[CH:19][N:18]3[CH:21]=[C:22]([C:24]4[CH:29]=[CH:28][CH:27]=[C:26](Br)[CH:25]=4)[N:23]=[C:17]3[N:16]=2)=[O:13])=[O:6])[CH2:4][CH2:3][CH2:2]1.[C:32]1(B(O)O)[CH:37]=[CH:36][CH:35]=[CH:34][CH:33]=1.C(=O)([O-])[O-].[K+].[K+].CN(C=O)C. Given the product [N:1]1([C:5]([C:7]2[CH:8]=[N:9][N:10]([CH3:31])[C:11]=2[C:12]([NH:14][C:15]2[CH:20]=[CH:19][N:18]3[CH:21]=[C:22]([C:24]4[CH:25]=[C:26]([C:32]5[CH:37]=[CH:36][CH:35]=[CH:34][CH:33]=5)[CH:27]=[CH:28][CH:29]=4)[N:23]=[C:17]3[N:16]=2)=[O:13])=[O:6])[CH2:4][CH2:3][CH2:2]1, predict the reactants needed to synthesize it. (6) Given the product [C:9]([O:8][C:6]([N:4]1[CH2:5][C:2]2([O:15][CH2:14][C:13]2([CH3:17])[CH3:16])[CH2:3]1)=[O:7])([CH3:12])([CH3:11])[CH3:10], predict the reactants needed to synthesize it. The reactants are: O[C:2]1([C:13]([CH3:17])([CH3:16])[CH2:14][OH:15])[CH2:5][N:4]([C:6]([O:8][C:9]([CH3:12])([CH3:11])[CH3:10])=[O:7])[CH2:3]1.CC([O-])(C)C.[K+].C1(C)C=CC(S(Cl)(=O)=O)=CC=1.O.